The task is: Predict the product of the given reaction.. This data is from Forward reaction prediction with 1.9M reactions from USPTO patents (1976-2016). Given the reactants N[C@@H](CC1C=C(F)C=C(F)C=1)[C@@H]([C@H]1C[C@H](OC2C=CC=CN=2)CN1C(C1C=CC=CC=1)C1C=CC=CC=1)O.[NH2:39][C@@H:40]([CH2:68][C:69]1[CH:74]=[C:73]([F:75])[CH:72]=[C:71]([F:76])[CH:70]=1)[C@@H:41]([C@H:43]1[CH2:47][C@@H:46]([O:48][C:49]2[CH:50]=[N:51][CH:52]=[CH:53][CH:54]=2)[CH2:45][N:44]1C(C1C=CC=CC=1)C1C=CC=CC=1)[OH:42].[C:77]([NH:80][C@:81]1([C@@H:130]([CH2:132][CH3:133])[CH3:131])[CH2:85][CH2:84][N:83]([C@@H:86]([CH2:121][CH2:122][C:123]2[CH:128]=[CH:127][CH:126]=[CH:125][CH:124]=2)[C:87](N[C@@H](CC2C=C(F)C=C(F)C=2)[C@@H]([C@H]2CCCCN2C(C2C=CC=CC=2)C2C=CC=CC=2)O)=[O:88])[C:82]1=[O:129])(=[O:79])[CH3:78].[Li+].[OH-], predict the reaction product. The product is: [C:77]([NH:80][C@:81]1([C@@H:130]([CH2:132][CH3:133])[CH3:131])[CH2:85][CH2:84][N:83]([C@@H:86]([CH2:121][CH2:122][C:123]2[CH:124]=[CH:125][CH:126]=[CH:127][CH:128]=2)[C:87]([NH:39][C@@H:40]([CH2:68][C:69]2[CH:74]=[C:73]([F:75])[CH:72]=[C:71]([F:76])[CH:70]=2)[C@H:41]([OH:42])[C@H:43]2[CH2:47][C@@H:46]([O:48][C:49]3[CH:50]=[N:51][CH:52]=[CH:53][CH:54]=3)[CH2:45][NH:44]2)=[O:88])[C:82]1=[O:129])(=[O:79])[CH3:78].